The task is: Predict the reactants needed to synthesize the given product.. This data is from Full USPTO retrosynthesis dataset with 1.9M reactions from patents (1976-2016). (1) Given the product [CH:1]1([C:4]2[C:12]([C:13]3[NH:17][C:16]([O:18][CH3:19])=[N:15][N:14]=3)=[CH:11][C:7]([C:8]([N:25]3[CH2:24][C:23]([C:27]4[CH:28]=[CH:29][C:30]([C:31]#[N:32])=[CH:33][CH:34]=4)([F:22])[CH2:26]3)=[O:10])=[C:6]([CH3:20])[CH:5]=2)[CH2:2][CH2:3]1, predict the reactants needed to synthesize it. The reactants are: [CH:1]1([C:4]2[C:12]([C:13]3[NH:17][C:16]([O:18][CH3:19])=[N:15][N:14]=3)=[CH:11][C:7]([C:8]([OH:10])=O)=[C:6]([CH3:20])[CH:5]=2)[CH2:3][CH2:2]1.Cl.[F:22][C:23]1([C:27]2[CH:34]=[CH:33][C:30]([C:31]#[N:32])=[CH:29][CH:28]=2)[CH2:26][NH:25][CH2:24]1.CC1NC(C2C=C(C=CC=2C)C(O)=O)=C(C)N=1.Cl.N1CC(C2C=CC(C#N)=CC=2)C1. (2) Given the product [Br:22][C:13]1[C:14]2[C:19](=[CH:18][CH:17]=[CH:16][CH:15]=2)[C:10]([NH:9][C:5]2[CH:6]=[CH:7][CH:8]=[C:3]([C:2]([F:1])([F:20])[F:21])[CH:4]=2)=[N:11][CH:12]=1, predict the reactants needed to synthesize it. The reactants are: [F:1][C:2]([F:21])([F:20])[C:3]1[CH:4]=[C:5]([NH:9][C:10]2[C:19]3[C:14](=[CH:15][CH:16]=[CH:17][CH:18]=3)[CH:13]=[CH:12][N:11]=2)[CH:6]=[CH:7][CH:8]=1.[Br-:22].[Br-].[Br-].C[N+](C)(C)C1C=CC=CC=1.C[N+](C1C=CC=CC=1)(C)C.C[N+](C1C=CC=CC=1)(C)C. (3) Given the product [OH:14][CH2:13][CH2:12][CH2:11][O:1][C:2]1[CH:9]=[CH:8][C:5]([C:6]#[N:7])=[CH:4][CH:3]=1, predict the reactants needed to synthesize it. The reactants are: [OH:1][C:2]1[CH:9]=[CH:8][C:5]([C:6]#[N:7])=[CH:4][CH:3]=1.Br[CH2:11][CH2:12][CH2:13][OH:14].[OH-].[Na+]. (4) The reactants are: [CH3:1][O:2][C:3](=[O:20])[C:4]1[CH:9]=[CH:8][C:7]([CH:10]=[CH:11][C:12](=[O:19])[C:13]2[CH:18]=[CH:17][CH:16]=[CH:15][CH:14]=2)=[CH:6][CH:5]=1.CO.C[N+]1([O-])CCOCC1. Given the product [CH3:1][O:2][C:3](=[O:20])[C:4]1[CH:5]=[CH:6][C:7]([CH2:10][CH2:11][C:12](=[O:19])[C:13]2[CH:14]=[CH:15][CH:16]=[CH:17][CH:18]=2)=[CH:8][CH:9]=1, predict the reactants needed to synthesize it. (5) Given the product [F:14][C:15]1([F:22])[CH2:21][CH2:20][CH2:19][C@H:18]([NH:9][C@@H:7]([C:1]2[CH:6]=[CH:5][CH:4]=[CH:3][CH:2]=2)[CH3:8])[C@H:16]1[OH:17], predict the reactants needed to synthesize it. The reactants are: [C:1]1([C@H:7]([NH2:9])[CH3:8])[CH:6]=[CH:5][CH:4]=[CH:3][CH:2]=1.C[Al](C)C.[F:14][C:15]1([F:22])[CH2:21][CH2:20][CH2:19][CH:18]2[CH:16]1[O:17]2.[F-].[Na+].